From a dataset of Full USPTO retrosynthesis dataset with 1.9M reactions from patents (1976-2016). Predict the reactants needed to synthesize the given product. (1) Given the product [Br:9][CH:2]1[C:3](=[O:7])[CH2:4][CH2:5][CH2:6][C:1]1=[O:8], predict the reactants needed to synthesize it. The reactants are: [C:1]1(=[O:8])[CH2:6][CH2:5][CH2:4][C:3](=[O:7])[CH2:2]1.[Br:9]Br. (2) Given the product [CH3:1][O:2][C:3]([C:5]1[C:6]([S:18][CH2:19][C:20]2[CH:25]=[CH:24][C:23]([Cl:26])=[CH:22][CH:21]=2)=[N:7][S:8][C:9]=1[NH2:10])=[O:4], predict the reactants needed to synthesize it. The reactants are: [CH3:1][O:2][C:3]([C:5]1[C:6]([S:18][CH2:19][C:20]2[CH:25]=[CH:24][C:23]([Cl:26])=[CH:22][CH:21]=2)=[N:7][S:8][C:9]=1[NH:10]C(OC(C)(C)C)=O)=[O:4].C(O)(C(F)(F)F)=O. (3) Given the product [OH:20][CH2:21][C:11](=[O:13])[CH2:10][C:7]1([C:1]2[CH:2]=[CH:3][CH:4]=[CH:5][CH:6]=2)[CH2:8][CH2:9]1, predict the reactants needed to synthesize it. The reactants are: [C:1]1([C:7]2([CH2:10][C:11]([OH:13])=O)[CH2:9][CH2:8]2)[CH:6]=[CH:5][CH:4]=[CH:3][CH:2]=1.S(Cl)(Cl)=O.C[Si](C)(C)[O:20][CH:21](O[Si](C)(C)C)CO[Si](C)(C)C. (4) Given the product [ClH:43].[NH2:9][C:10]1[S:11][CH2:12][C@@H:13]2[CH2:18][N:17]([C:19]3[N:20]=[CH:21][C:22]([F:25])=[CH:23][N:24]=3)[CH2:16][C@:14]2([C:26]2[CH:27]=[C:28]([NH:32][C:33]([C:35]3[C:40]([F:41])=[CH:39][C:38]([F:42])=[CH:37][N:36]=3)=[O:34])[CH:29]=[CH:30][CH:31]=2)[N:15]=1, predict the reactants needed to synthesize it. The reactants are: C([NH:9][C:10]1[S:11][CH2:12][C@@H:13]2[CH2:18][N:17]([C:19]3[N:24]=[CH:23][C:22]([F:25])=[CH:21][N:20]=3)[CH2:16][C@:14]2([C:26]2[CH:27]=[C:28]([NH:32][C:33]([C:35]3[C:40]([F:41])=[CH:39][C:38]([F:42])=[CH:37][N:36]=3)=[O:34])[CH:29]=[CH:30][CH:31]=2)[N:15]=1)(=O)C1C=CC=CC=1.[ClH:43].CON.N1C=CC=CC=1. (5) Given the product [CH3:12][O:11][C:7]1[C:5]2[N:6]=[C:2]([NH:1][C:14]([NH2:13])=[O:15])[S:3][C:4]=2[CH:10]=[CH:9][CH:8]=1, predict the reactants needed to synthesize it. The reactants are: [NH2:1][C:2]1[S:3][C:4]2[CH:10]=[CH:9][CH:8]=[C:7]([O:11][CH3:12])[C:5]=2[N:6]=1.[NH2:13][C:14](N)=[O:15].N. (6) Given the product [Cl:1][C:2]1[CH:3]=[C:4](/[CH:5]=[CH:6]/[CH2:7][OH:8])[CH:10]=[CH:11][C:12]=1[Cl:13], predict the reactants needed to synthesize it. The reactants are: [Cl:1][C:2]1[CH:3]=[C:4]([CH:10]=[CH:11][C:12]=1[Cl:13])[CH:5]=[CH:6][C:7](O)=[O:8].CC(C[AlH]CC(C)C)C. (7) Given the product [CH2:1]([N:8]1[CH:16]=[C:15]2[C:10]([CH:11]=[C:12]([C:17]3[CH:18]=[C:19]([CH2:27][CH2:28][CH2:29][Cl:31])[N:20]4[C:25]=3[C:24]([NH2:26])=[N:23][CH:22]=[N:21]4)[CH:13]=[CH:14]2)=[N:9]1)[C:2]1[CH:7]=[CH:6][CH:5]=[CH:4][CH:3]=1, predict the reactants needed to synthesize it. The reactants are: [CH2:1]([N:8]1[CH:16]=[C:15]2[C:10]([CH:11]=[C:12]([C:17]3[CH:18]=[C:19]([CH2:27][CH2:28][CH2:29]Br)[N:20]4[C:25]=3[C:24]([NH2:26])=[N:23][CH:22]=[N:21]4)[CH:13]=[CH:14]2)=[N:9]1)[C:2]1[CH:7]=[CH:6][CH:5]=[CH:4][CH:3]=1.[ClH:31].FC1(F)CCNC1.C(N(CC)CC)C.[I-].[Na+]. (8) Given the product [Br:1][C:2]1[CH:3]=[C:4]([CH:5]([OH:6])[CH2:11][CH:12]([CH3:14])[CH3:13])[CH:7]=[C:8]([Br:10])[CH:9]=1, predict the reactants needed to synthesize it. The reactants are: [Br:1][C:2]1[CH:3]=[C:4]([CH:7]=[C:8]([Br:10])[CH:9]=1)[CH:5]=[O:6].[CH2:11]([Mg]Br)[CH:12]([CH3:14])[CH3:13].